This data is from Catalyst prediction with 721,799 reactions and 888 catalyst types from USPTO. The task is: Predict which catalyst facilitates the given reaction. (1) Reactant: [C:1]([O:4][C:5]1[CH:10]=[CH:9][C:8]([CH:11]([OH:16])[C:12]([F:15])([F:14])[F:13])=[CH:7][CH:6]=1)(=[O:3])[CH3:2].N12CCN(CC1)CC2.[N+:25]([C:28]1[CH:33]=[CH:32][CH:31]=[CH:30][C:29]=1[S:34](Cl)(=[O:36])=[O:35])([O-:27])=[O:26].C(OCC)C.CCCCC. Product: [C:1]([O:4][C:5]1[CH:6]=[CH:7][C:8]([CH:11]([O:16][S:34]([C:29]2[CH:30]=[CH:31][CH:32]=[CH:33][C:28]=2[N+:25]([O-:27])=[O:26])(=[O:35])=[O:36])[C:12]([F:14])([F:15])[F:13])=[CH:9][CH:10]=1)(=[O:3])[CH3:2]. The catalyst class is: 4. (2) Reactant: [CH3:1][CH2:2][O:3][C:4]([C:6]1[CH:11]([C:12]2[CH:13]=[CH:14][CH:15]=[CH:16][C:17]=2[Cl:18])[C:10]([C:19]([O:21][CH3:22])=[O:20])=[C:9]([CH3:23])[NH:8][C:7]=1[CH2:24][O:25][CH2:26][CH2:27][NH2:28])=[O:5].COC(C1C(C2C=CC=CC=2Cl)C(C(OC)=O)=C(C)NC=1COCCN[C:56](=[O:73])[CH2:57][O:58][C:59]1[CH:64]=[CH:63][C:62]([C:65]2[CH2:70][CH2:69][C:68](=[O:71])[NH:67][N:66]=2)=[CH:61][C:60]=1[Cl:72])=O. Product: [CH3:22][O:21][C:19]([C:10]1[CH:11]([C:12]2[CH:13]=[CH:14][CH:15]=[CH:16][C:17]=2[Cl:18])[C:6]([C:4]([O:3][CH2:2][CH3:1])=[O:5])=[C:7]([CH2:24][O:25][CH2:26][CH2:27][NH:28][C:56](=[O:73])[CH2:57][O:58][C:59]2[CH:64]=[CH:63][C:62]([C:65]3[CH2:70][CH2:69][C:68](=[O:71])[NH:67][N:66]=3)=[CH:61][C:60]=2[Cl:72])[NH:8][C:9]=1[CH3:23])=[O:20]. The catalyst class is: 13. (3) Reactant: [O:1]1CCO[CH:2]1[CH2:6][CH2:7][N:8]1[C:17]2[C:12](=[CH:13][CH:14]=[C:15]([F:18])[CH:16]=2)[N:11]=[CH:10][C:9]1=[O:19].Cl.C(=O)([O-])O.[Na+]. Product: [F:18][C:15]1[CH:16]=[C:17]2[C:12]([N:11]=[CH:10][C:9](=[O:19])[N:8]2[CH2:7][CH2:6][CH:2]=[O:1])=[CH:13][CH:14]=1. The catalyst class is: 12. (4) Reactant: [CH:1]1[C:10]2[C:5](=[CH:6][CH:7]=[CH:8][CH:9]=2)[CH:4]=[CH:3][C:2]=1[C:11]#[C:12][CH:13]=[O:14].[CH2:15]([Mg]Br)[CH:16]=[CH2:17]. Product: [CH:1]1[C:10]2[C:5](=[CH:6][CH:7]=[CH:8][CH:9]=2)[CH:4]=[CH:3][C:2]=1[C:11]#[C:12][CH:13]([OH:14])[CH2:17][CH:16]=[CH2:15]. The catalyst class is: 7.